From a dataset of Peptide-MHC class II binding affinity with 134,281 pairs from IEDB. Regression. Given a peptide amino acid sequence and an MHC pseudo amino acid sequence, predict their binding affinity value. This is MHC class II binding data. (1) The peptide sequence is AFKVAATAANAAPFN. The MHC is HLA-DPA10201-DPB11401 with pseudo-sequence HLA-DPA10201-DPB11401. The binding affinity (normalized) is 0.930. (2) The peptide sequence is LDYKECEWPLTHTIG. The MHC is DRB3_0301 with pseudo-sequence DRB3_0301. The binding affinity (normalized) is 0. (3) The peptide sequence is DAFIAALTEALRVIA. The MHC is DRB1_1501 with pseudo-sequence DRB1_1501. The binding affinity (normalized) is 0.977. (4) The peptide sequence is AMYMALIAAFSIRPGK. The MHC is HLA-DQA10501-DQB10402 with pseudo-sequence HLA-DQA10501-DQB10402. The binding affinity (normalized) is 0.797.